Regression. Given a peptide amino acid sequence and an MHC pseudo amino acid sequence, predict their binding affinity value. This is MHC class I binding data. From a dataset of Peptide-MHC class I binding affinity with 185,985 pairs from IEDB/IMGT. (1) The peptide sequence is SSSMRKTDW. The MHC is HLA-B57:01 with pseudo-sequence HLA-B57:01. The binding affinity (normalized) is 0.442. (2) The peptide sequence is TPSGKRLQI. The MHC is HLA-B39:01 with pseudo-sequence HLA-B39:01. The binding affinity (normalized) is 0.0847. (3) The peptide sequence is WPVTLACFVL. The MHC is HLA-A30:02 with pseudo-sequence HLA-A30:02. The binding affinity (normalized) is 0. (4) The peptide sequence is YRTLGVFRY. The MHC is HLA-A68:02 with pseudo-sequence HLA-A68:02. The binding affinity (normalized) is 0.0847.